From a dataset of Reaction yield outcomes from USPTO patents with 853,638 reactions. Predict the reaction yield, written as a fraction of the theoretical maximum amount of product (1.0 means a 100% yield; for example, 0.34 means a 34% yield). (1) The reactants are [C:1]([O:5][C:6]([NH:8][CH2:9][C:10]1[CH:18]=[CH:17][C:13]([C:14]([OH:16])=O)=[CH:12][C:11]=1[F:19])=[O:7])([CH3:4])([CH3:3])[CH3:2].CCN(C(C)C)C(C)C.[CH3:29][N:30]1[C:39]2[NH:38][C:37]3[CH:40]=[C:41]([CH3:44])[CH:42]=[CH:43][C:36]=3[NH:35][CH2:34][C:33]=2[CH:32]=[N:31]1. The catalyst is CN(C1C=CN=CC=1)C.ClCCl. The product is [C:1]([O:5][C:6](=[O:7])[NH:8][CH2:9][C:10]1[CH:18]=[CH:17][C:13]([C:14]([N:35]2[CH2:34][C:33]3[CH:32]=[N:31][N:30]([CH3:29])[C:39]=3[NH:38][C:37]3[CH:40]=[C:41]([CH3:44])[CH:42]=[CH:43][C:36]2=3)=[O:16])=[CH:12][C:11]=1[F:19])([CH3:2])([CH3:3])[CH3:4]. The yield is 0.320. (2) The reactants are [Cl:1][C:2]1[CH:3]=[C:4]([CH:13]=[C:14]([Cl:16])[CH:15]=1)[CH2:5][N:6]1[CH:10]=[CH:9][N:8]=[C:7]1[CH:11]=O.C([C:19]1[CH:37]=[CH:36][CH:35]=[CH:34][C:20]=1[C:21]([CH2:32][CH3:33])(CC)OP(CC([O-])=O)(O)=O)C.[Li+].[OH-:39].C1C[O:43][CH2:42][CH2:41]1. No catalyst specified. The product is [CH2:42]([O:43][C:33](=[O:39])[C:32]([CH2:21][C:20]1[CH:19]=[CH:37][CH:36]=[CH:35][CH:34]=1)=[CH:11][C:7]1[N:6]([CH2:5][C:4]2[CH:3]=[C:2]([Cl:1])[CH:15]=[C:14]([Cl:16])[CH:13]=2)[CH:10]=[CH:9][N:8]=1)[CH3:41]. The yield is 0.420. (3) The reactants are [NH2:1][C:2]1[N:3]=[N:4][C:5]([Cl:8])=[CH:6][CH:7]=1.Cl[CH2:10][CH:11]=O.C(=O)(O)[O-].[Na+]. The catalyst is C(O)CCC. The product is [Cl:8][C:5]1[CH:6]=[CH:7][C:2]2[N:3]([CH:10]=[CH:11][N:1]=2)[N:4]=1. The yield is 0.700. (4) The reactants are N[C:2]1[C:7]([N+:8]([O-:10])=[O:9])=[CH:6][CH:5]=[CH:4][C:3]=1[OH:11].[BrH:12].N([O-])=O.[Na+]. The catalyst is O.O1CCOCC1. The product is [Br:12][C:2]1[C:7]([N+:8]([O-:10])=[O:9])=[CH:6][CH:5]=[CH:4][C:3]=1[OH:11]. The yield is 0.450. (5) The reactants are [CH3:1][C:2]1[C:3]([NH:8][C:9](=O)OC(C)(C)C)=[N:4][CH:5]=[CH:6][CH:7]=1.[CH2:16]([Li])[CH2:17][CH2:18][CH3:19].CN(OC)C(C1CCC1)=O.Cl. The catalyst is O1CCCC1. The product is [CH:16]1([C:9]2[NH:8][C:3]3=[N:4][CH:5]=[CH:6][CH:7]=[C:2]3[CH:1]=2)[CH2:19][CH2:18][CH2:17]1. The yield is 0.780. (6) The reactants are [C:1]1([C:19]2[CH:24]=[CH:23][CH:22]=[CH:21][CH:20]=2)[CH:6]=[CH:5][C:4]([C:7]([N:9]2[CH2:14][CH2:13][CH:12]([C:15]([O:17]C)=[O:16])[CH2:11][CH2:10]2)=[O:8])=[CH:3][CH:2]=1.[OH-].[Na+].O.Cl. The catalyst is O1CCCC1. The product is [C:1]1([C:19]2[CH:24]=[CH:23][CH:22]=[CH:21][CH:20]=2)[CH:2]=[CH:3][C:4]([C:7]([N:9]2[CH2:10][CH2:11][CH:12]([C:15]([OH:17])=[O:16])[CH2:13][CH2:14]2)=[O:8])=[CH:5][CH:6]=1. The yield is 0.930. (7) The reactants are Br[C:2]1[CH:11]=[CH:10][C:5]([C:6]([O:8][CH3:9])=[O:7])=[C:4]([Cl:12])[CH:3]=1.[CH:13]1([C:16]#[CH:17])[CH2:15][CH2:14]1.CN(C=O)C. The catalyst is C1(C)C=CC=CC=1.CCN(CC)CC.[Cu]I.Cl[Pd](Cl)([P](C1C=CC=CC=1)(C1C=CC=CC=1)C1C=CC=CC=1)[P](C1C=CC=CC=1)(C1C=CC=CC=1)C1C=CC=CC=1. The product is [Cl:12][C:4]1[CH:3]=[C:2]([C:17]#[C:16][CH:13]2[CH2:15][CH2:14]2)[CH:11]=[CH:10][C:5]=1[C:6]([O:8][CH3:9])=[O:7]. The yield is 0.760.